This data is from Reaction yield outcomes from USPTO patents with 853,638 reactions. The task is: Predict the reaction yield, written as a fraction of the theoretical maximum amount of product (1.0 means a 100% yield; for example, 0.34 means a 34% yield). (1) The yield is 0.410. The reactants are C([NH:4][C:5]1[N:14]=[C:13]2[C:8]([C:9](=[O:28])[CH:10]=[C:11]([NH:21][C:22]3[CH:27]=[CH:26][CH:25]=[CH:24][CH:23]=3)[N:12]2[C:15]2[CH:20]=[CH:19][CH:18]=[CH:17][CH:16]=2)=[C:7]([CH3:29])[CH:6]=1)C=C.CS(O)(=O)=O. The catalyst is CCO.CCOC(C)=O.[Pd]. The product is [NH2:4][C:5]1[N:14]=[C:13]2[C:8]([C:9](=[O:28])[CH:10]=[C:11]([NH:21][C:22]3[CH:23]=[CH:24][CH:25]=[CH:26][CH:27]=3)[N:12]2[C:15]2[CH:20]=[CH:19][CH:18]=[CH:17][CH:16]=2)=[C:7]([CH3:29])[CH:6]=1. (2) The reactants are [CH3:1][C:2]([CH3:35])([CH3:34])[C:3]([C:5]1[C:13]2[C:8](=[N:9][CH:10]=[C:11]([C:14]3[CH:19]=[CH:18][CH:17]=[C:16]([N:20]4[CH2:25][CH2:24][S:23][CH2:22][CH2:21]4)[CH:15]=3)[N:12]=2)[N:7](COCC[Si](C)(C)C)[CH:6]=1)=[O:4].ClC1C=CC=C(C(OO)=[O:44])C=1. The catalyst is ClCCl. The product is [CH3:1][C:2]([CH3:35])([CH3:34])[C:3]([C:5]1[C:13]2[C:8](=[N:9][CH:10]=[C:11]([C:14]3[CH:19]=[CH:18][CH:17]=[C:16]([N:20]4[CH2:25][CH2:24][S:23](=[O:44])[CH2:22][CH2:21]4)[CH:15]=3)[N:12]=2)[NH:7][CH:6]=1)=[O:4]. The yield is 0.610. (3) The reactants are Cl[C:2]1[CH:3]=[C:4]([CH3:8])[CH:5]=[CH:6][CH:7]=1.[Mg].[CH3:10][Si:11]([CH3:14])([CH3:13])Cl. The catalyst is BrCCBr.C1COCC1. The product is [CH3:10][Si:11]([CH3:14])([CH3:13])[C:2]1[CH:3]=[C:4]([CH3:8])[CH:5]=[CH:6][CH:7]=1. The yield is 0.890.